Dataset: Forward reaction prediction with 1.9M reactions from USPTO patents (1976-2016). Task: Predict the product of the given reaction. (1) Given the reactants Cl[CH2:2][C:3]([NH:5][C:6]1[CH:15]=[CH:14][CH:13]=[CH:12][C:7]=1[C:8]([O:10][CH3:11])=[O:9])=[O:4].[N:16]1([C:22]2[N:23]=[N:24][C:25]3[CH:31]=[CH:30][CH:29]=[CH:28][C:26]=3[N:27]=2)[CH2:21][CH2:20][NH:19][CH2:18][CH2:17]1.CCN(C(C)C)C(C)C, predict the reaction product. The product is: [N:24]1[C:25]2[CH:31]=[CH:30][CH:29]=[CH:28][C:26]=2[N:27]=[C:22]([N:16]2[CH2:17][CH2:18][N:19]([CH2:2][C:3]([NH:5][C:6]3[CH:15]=[CH:14][CH:13]=[CH:12][C:7]=3[C:8]([O:10][CH3:11])=[O:9])=[O:4])[CH2:20][CH2:21]2)[N:23]=1. (2) Given the reactants Cl.[OH:2][CH:3]1[O:11][C@H:10]([CH2:12][OH:13])[C@@H:8]([OH:9])[C@H:6]([OH:7])[C@H:4]1[NH2:5].[CH:14](=O)[C:15]1[CH:20]=[CH:19][C:18]([O:21][CH3:22])=[CH:17][CH:16]=1, predict the reaction product. The product is: [CH3:22][O:21][C:18]1[CH:19]=[CH:20][C:15]([CH:14]=[N:5][C@@H:4]2[C@@H:6]([OH:7])[C@H:8]([OH:9])[C@@H:10]([CH2:12][OH:13])[O:11][CH:3]2[OH:2])=[CH:16][CH:17]=1. (3) Given the reactants C[O:2][C:3](=[O:37])[C:4]1[CH:9]=[CH:8][C:7]([S:10](=[O:28])(=[O:27])[NH:11][C@H:12]([C:21](=[O:26])[N:22]([O:24][CH3:25])[CH3:23])[CH2:13][C:14]([O:16][C:17]([CH3:20])([CH3:19])[CH3:18])=[O:15])=[C:6]([O:29][CH2:30][C:31]2[CH:36]=[CH:35][CH:34]=[CH:33][CH:32]=2)[CH:5]=1.[OH-].[Li+].C(O)(=O)CC(CC(O)=O)(C(O)=O)O, predict the reaction product. The product is: [CH2:30]([O:29][C:6]1[CH:5]=[C:4]([CH:9]=[CH:8][C:7]=1[S:10](=[O:27])(=[O:28])[NH:11][C@H:12]([C:21](=[O:26])[N:22]([O:24][CH3:25])[CH3:23])[CH2:13][C:14]([O:16][C:17]([CH3:20])([CH3:19])[CH3:18])=[O:15])[C:3]([OH:37])=[O:2])[C:31]1[CH:36]=[CH:35][CH:34]=[CH:33][CH:32]=1. (4) Given the reactants [CH3:1][CH:2]([CH3:24])[C@H:3]([NH:20][CH2:21][CH2:22][CH3:23])[CH2:4][C@H:5]([C:11]1[S:12][CH:13]=[C:14]([C:16]([O:18][CH3:19])=[O:17])[N:15]=1)[O:6][C:7](=[O:10])[NH:8][CH3:9].[N:25]([C@@H:28]([C@@H:32]([CH3:35])[CH2:33][CH3:34])[C:29]([OH:31])=O)=[N+:26]=[N-:27].O=C1N(P(Cl)(N2CCOC2=O)=O)CCO1.CCN(C(C)C)C(C)C, predict the reaction product. The product is: [N:25]([C@@H:28]([C@@H:32]([CH3:35])[CH2:33][CH3:34])[C:29]([N:20]([C@@H:3]([CH:2]([CH3:1])[CH3:24])[CH2:4][C@H:5]([C:11]1[S:12][CH:13]=[C:14]([C:16]([O:18][CH3:19])=[O:17])[N:15]=1)[O:6][C:7](=[O:10])[NH:8][CH3:9])[CH2:21][CH2:22][CH3:23])=[O:31])=[N+:26]=[N-:27]. (5) Given the reactants C[O:2][C:3]1[CH:4]=[C:5]([CH:30]=[CH:31][C:32]=1[O:33]C)[C:6]([NH:8][C:9]1[S:10][C:11]([CH2:20][C:21]2[CH:26]=[CH:25][C:24]([N+:27]([O-:29])=[O:28])=[CH:23][CH:22]=2)=[C:12]([C:14]2[CH:19]=[CH:18][CH:17]=[CH:16][CH:15]=2)[N:13]=1)=[O:7].B(Br)(Br)Br, predict the reaction product. The product is: [OH:2][C:3]1[CH:4]=[C:5]([CH:30]=[CH:31][C:32]=1[OH:33])[C:6]([NH:8][C:9]1[S:10][C:11]([CH2:20][C:21]2[CH:26]=[CH:25][C:24]([N+:27]([O-:29])=[O:28])=[CH:23][CH:22]=2)=[C:12]([C:14]2[CH:15]=[CH:16][CH:17]=[CH:18][CH:19]=2)[N:13]=1)=[O:7]. (6) Given the reactants FC(F)(F)C([N:5]1[CH2:18][CH2:17][C:9]2=[CH:10][C:11]3[CH:12]=[CH:13][CH:14]=[CH:15][C:16]=3[N:8]2[CH2:7][CH2:6]1)=O.ClS([N:25]=[C:26]=[O:27])(=O)=O.CO.C[O-].[Na+], predict the reaction product. The product is: [CH2:17]1[C:9]2=[C:10]([C:26]([NH2:25])=[O:27])[C:11]3[CH:12]=[CH:13][CH:14]=[CH:15][C:16]=3[N:8]2[CH2:7][CH2:6][NH:5][CH2:18]1. (7) Given the reactants Cl.Cl.[CH2:3]([N:10]1[CH2:15][CH2:14][CH2:13][CH2:12][CH:11]1[NH:16][CH2:17][CH3:18])[C:4]1[CH:9]=[CH:8][CH:7]=[CH:6][CH:5]=1.C(N(CC)C(C)C)(C)C.[CH3:28][S:29]([C:32]1[CH:37]=[CH:36][C:35]([CH2:38][C:39]([OH:41])=O)=[CH:34][CH:33]=1)(=[O:31])=[O:30].C1(N=C=NC2CCCCC2)CCCCC1, predict the reaction product. The product is: [CH2:3]([N:10]1[CH2:15][CH2:14][CH2:13][CH2:12][CH:11]1[N:16]([CH2:17][CH3:18])[C:39](=[O:41])[CH2:38][C:35]1[CH:34]=[CH:33][C:32]([S:29]([CH3:28])(=[O:30])=[O:31])=[CH:37][CH:36]=1)[C:4]1[CH:9]=[CH:8][CH:7]=[CH:6][CH:5]=1. (8) Given the reactants [NH2:1][C:2]1[C:7]([NH2:8])=[CH:6]C=[CH:4][C:3]=1C.[C:10]([C:14]1[CH:29]=[CH:28][CH:27]=[CH:26][C:15]=1[O:16][C:17]1[C:22]([N:23]=[C:24]=S)=[CH:21][CH:20]=[CH:19][N:18]=1)([CH3:13])([CH3:12])[CH3:11].Cl[CH2:31][CH2:32]Cl, predict the reaction product. The product is: [C:10]([C:14]1[CH:29]=[CH:28][CH:27]=[CH:26][C:15]=1[O:16][C:17]1[C:22]([NH:23][C:24]2[NH:8][C:7]3[CH:6]=[C:31]([CH3:32])[CH:4]=[CH:3][C:2]=3[N:1]=2)=[CH:21][CH:20]=[CH:19][N:18]=1)([CH3:13])([CH3:12])[CH3:11]. (9) Given the reactants C(Cl)(=O)C.[C:5]([C:7]1[CH:8]=[C:9]([C:22]#[C:23][CH2:24][C@H:25]([NH:30]C(OC(C)(C)C)=O)[C:26]([O:28][CH3:29])=[O:27])[CH:10]=[CH:11][C:12]=1[O:13][CH2:14][C:15]1[CH:20]=[CH:19][CH:18]=[CH:17][C:16]=1[F:21])#[N:6].CO, predict the reaction product. The product is: [NH2:30][C@@H:25]([CH2:24][C:23]#[C:22][C:9]1[CH:10]=[CH:11][C:12]([O:13][CH2:14][C:15]2[CH:20]=[CH:19][CH:18]=[CH:17][C:16]=2[F:21])=[C:7]([C:5]#[N:6])[CH:8]=1)[C:26]([O:28][CH3:29])=[O:27]. (10) Given the reactants [Cl-].[CH2:2]([NH2+:9][CH2:10][CH2:11]Cl)[C:3]1[CH:8]=[CH:7][CH:6]=[CH:5][CH:4]=1.[Cl:13][C:14]1[CH:19]=[C:18]([Cl:20])[CH:17]=[CH:16][C:15]=1[N:21]=[C:22]=[S:23], predict the reaction product. The product is: [Cl:13][C:14]1[CH:19]=[C:18]([Cl:20])[CH:17]=[CH:16][C:15]=1[N:21]=[C:22]1[N:9]([CH2:2][C:3]2[CH:4]=[CH:5][CH:6]=[CH:7][CH:8]=2)[CH2:10][CH2:11][S:23]1.